This data is from Full USPTO retrosynthesis dataset with 1.9M reactions from patents (1976-2016). The task is: Predict the reactants needed to synthesize the given product. (1) Given the product [CH2:4]([O:5][C:6]1[C:11]([O:12][CH3:13])=[CH:10][CH:9]=[CH:8][C:7]=1/[CH:14]=[CH:15]/[C:16]1[N:17]=[C:18]2[N:22]([C:23]=1[C:24]([O:26][CH2:27][CH3:28])=[O:25])[CH:21]=[CH:20][S:19]2)[CH:1]([CH3:2])[CH3:3], predict the reactants needed to synthesize it. The reactants are: [CH:1]1([CH2:4][O:5][C:6]2[C:11]([O:12][CH3:13])=[CH:10][CH:9]=[CH:8][C:7]=2/[CH:14]=[CH:15]/[C:16]2[N:17]=[C:18]3[N:22]([C:23]=2[C:24]([OH:26])=[O:25])[CH:21]=[CH:20][S:19]3)[CH2:3][CH2:2]1.[CH2:27](OC1C(OC)=CC=CC=1C=O)[CH:28](C)C.[Br-].C(OC(C1N2C(SC=C2)=NC=1C[P+](C1C=CC=CC=1)(C1C=CC=CC=1)C1C=CC=CC=1)=O)C.[H-].[Na+]. (2) The reactants are: [SH:1][C:2]1[CH:11]=[CH:10][C:5]([C:6]([O:8][CH3:9])=[O:7])=[CH:4][CH:3]=1.CS(O[CH:17]1[CH2:20][N:19]([C:21]([O:23][C:24]([CH3:27])([CH3:26])[CH3:25])=[O:22])[CH2:18]1)(=O)=O.C([O-])([O-])=O.[Cs+].[Cs+].CCOC(C)=O. Given the product [CH3:9][O:8][C:6]([C:5]1[CH:4]=[CH:3][C:2]([S:1][CH:17]2[CH2:18][N:19]([C:21]([O:23][C:24]([CH3:27])([CH3:26])[CH3:25])=[O:22])[CH2:20]2)=[CH:11][CH:10]=1)=[O:7], predict the reactants needed to synthesize it. (3) The reactants are: [N:1]1([S:6]([C:9]2[CH:10]=[C:11]([C:15]3[N:23]4[C:18]([CH:19]=[N:20][C:21](O)=[N:22]4)=[CH:17][CH:16]=3)[CH:12]=[CH:13][CH:14]=2)(=[O:8])=[O:7])[CH2:5][CH2:4][CH2:3][CH2:2]1.[NH2:25][C:26]1[CH:31]=[CH:30][C:29]([CH:32]2[CH2:37][CH2:36][N:35]([CH2:38][CH2:39][OH:40])[CH2:34][CH2:33]2)=[CH:28][CH:27]=1. Given the product [N:1]1([S:6]([C:9]2[CH:10]=[C:11]([C:15]3[N:23]4[C:18]([CH:19]=[N:20][C:21]([NH:25][C:26]5[CH:31]=[CH:30][C:29]([CH:32]6[CH2:37][CH2:36][N:35]([CH2:38][CH2:39][OH:40])[CH2:34][CH2:33]6)=[CH:28][CH:27]=5)=[N:22]4)=[CH:17][CH:16]=3)[CH:12]=[CH:13][CH:14]=2)(=[O:8])=[O:7])[CH2:5][CH2:4][CH2:3][CH2:2]1, predict the reactants needed to synthesize it. (4) The reactants are: I.I.[N:3]1([C:10]2[N:14]([CH2:15][CH2:16][CH2:17][C:18]([F:21])([F:20])[F:19])[C:13]3[CH:22]=[CH:23][CH:24]=[CH:25][C:12]=3[N:11]=2)[CH2:9][CH2:8][CH2:7][NH:6][CH2:5][CH2:4]1.[CH3:26][O:27][C:28]1[CH:33]=[CH:32][C:31]([N:34]2[CH:38]=[N:37][N:36]=[N:35]2)=[CH:30][C:29]=1[C:39]([N:41]1[CH2:45][CH2:44][C@:43]([CH2:52][CH2:53]OS(C)(=O)=O)([C:46]2[CH:51]=[CH:50][CH:49]=[CH:48][CH:47]=2)[CH2:42]1)=[O:40].C(N(CC)CC)C. Given the product [CH3:26][O:27][C:28]1[CH:33]=[CH:32][C:31]([N:34]2[CH:38]=[N:37][N:36]=[N:35]2)=[CH:30][C:29]=1[C:39]([N:41]1[CH2:45][CH2:44][C@@:43]([C:46]2[CH:51]=[CH:50][CH:49]=[CH:48][CH:47]=2)([CH2:52][CH2:53][N:6]2[CH2:7][CH2:8][CH2:9][N:3]([C:10]3[N:14]([CH2:15][CH2:16][CH2:17][C:18]([F:21])([F:19])[F:20])[C:13]4[CH:22]=[CH:23][CH:24]=[CH:25][C:12]=4[N:11]=3)[CH2:4][CH2:5]2)[CH2:42]1)=[O:40], predict the reactants needed to synthesize it. (5) Given the product [NH2:1][C:2]1[N:7]=[C:6]([C:8]2[C:9]([CH:30]3[CH2:32][CH2:31]3)=[N:10][C:11]([N:16]3[CH2:21][CH2:20][N:19]([C:22](=[O:26])[CH2:23][CH2:24][OH:25])[C@H:18]([CH:27]4[CH2:29][CH2:28]4)[CH2:17]3)=[C:12]([CH:15]=2)[C:13]#[N:14])[CH:5]=[C:4]([CH:38]=[CH2:39])[N:3]=1, predict the reactants needed to synthesize it. The reactants are: [NH2:1][C:2]1[N:7]=[C:6]([C:8]2[C:9]([CH:30]3[CH2:32][CH2:31]3)=[N:10][C:11]([N:16]3[CH2:21][CH2:20][N:19]([C:22](=[O:26])[CH2:23][CH2:24][OH:25])[C@H:18]([CH:27]4[CH2:29][CH2:28]4)[CH2:17]3)=[C:12]([CH:15]=2)[C:13]#[N:14])[CH:5]=[C:4](Cl)[N:3]=1.[K].[F-].[Cs+].O1CCO[CH2:39][CH2:38]1. (6) Given the product [F:7][C:8]1[CH:13]=[C:12]([C:18]2[CH:23]=[CH:22][N:21]=[C:20]([NH:24][CH:25]3[CH2:30][CH2:29][O:28][CH2:27][CH2:26]3)[CH:19]=2)[CH:11]=[CH:10][N:9]=1, predict the reactants needed to synthesize it. The reactants are: C(=O)([O-])[O-].[Na+].[Na+].[F:7][C:8]1[CH:13]=[C:12](B(O)O)[CH:11]=[CH:10][N:9]=1.Br[C:18]1[CH:23]=[CH:22][N:21]=[C:20]([NH:24][CH:25]2[CH2:30][CH2:29][O:28][CH2:27][CH2:26]2)[CH:19]=1.O1CCOCC1.O. (7) Given the product [CH2:1]([O:3][C:4](=[O:21])[C@@H:5]([O:19][CH3:20])[CH2:6][C:7]1[CH:12]=[CH:11][C:10]([O:13][CH2:14][CH2:15][CH2:16][CH2:17][O:22][C:23]2[CH:24]=[CH:25][C:26]([C:27](=[O:28])[C:29]3[CH:34]=[CH:33][CH:32]=[CH:31][CH:30]=3)=[CH:35][CH:36]=2)=[CH:9][CH:8]=1)[CH3:2], predict the reactants needed to synthesize it. The reactants are: [CH2:1]([O:3][C:4](=[O:21])[C@@H:5]([O:19][CH3:20])[CH2:6][C:7]1[CH:12]=[CH:11][C:10]([O:13][CH2:14][CH2:15][CH2:16][CH2:17]Br)=[CH:9][CH:8]=1)[CH3:2].[OH:22][C:23]1[CH:36]=[CH:35][C:26]([C:27]([C:29]2[CH:34]=[CH:33][CH:32]=[CH:31][CH:30]=2)=[O:28])=[CH:25][CH:24]=1. (8) Given the product [CH:25]1([NH:1][CH:2]2[CH2:7][CH2:6][CH2:5][CH2:4][CH:3]2[NH:8][C:9](=[O:24])[C:10]2[C:15]([S:16][CH3:17])=[CH:14][C:13]([C:18]([F:20])([F:21])[F:19])=[CH:12][C:11]=2[O:22][CH3:23])[CH2:29][CH2:28][CH2:27][CH2:26]1, predict the reactants needed to synthesize it. The reactants are: [NH2:1][C@H:2]1[CH2:7][CH2:6][CH2:5][CH2:4][C@H:3]1[NH:8][C:9](=[O:24])[C:10]1[C:15]([S:16][CH3:17])=[CH:14][C:13]([C:18]([F:21])([F:20])[F:19])=[CH:12][C:11]=1[O:22][CH3:23].[C:25]1(=O)[CH2:29][CH2:28][CH2:27][CH2:26]1. (9) Given the product [Cl:44][C:45]1[S:49][C:48]([NH:50][C:41]([C:33]2[C:32]3[C:36](=[CH:37][C:29]([Cl:28])=[CH:30][CH:31]=3)[N:35]([CH:38]([CH3:39])[CH3:40])[CH:34]=2)=[O:43])=[N:47][CH:46]=1, predict the reactants needed to synthesize it. The reactants are: C1(P(C2C=CC=CC=2)C2C=CC=CC=2)C=CC=CC=1.BrN1C(=O)CCC1=O.[Cl:28][C:29]1[CH:37]=[C:36]2[C:32]([C:33]([C:41]([OH:43])=O)=[CH:34][N:35]2[CH:38]([CH3:40])[CH3:39])=[CH:31][CH:30]=1.[Cl:44][C:45]1[S:49][C:48]([NH2:50])=[N:47][CH:46]=1.C(N(CC)C(C)C)(C)C.Cl.